Dataset: Cav3 T-type calcium channel HTS with 100,875 compounds. Task: Binary Classification. Given a drug SMILES string, predict its activity (active/inactive) in a high-throughput screening assay against a specified biological target. (1) The compound is s1c(C(=O)N2CCC3(Oc4c(C(=O)C53ON=C(C5)c3cccnc3)cc(F)cc4)CC2)ccc1C. The result is 0 (inactive). (2) The drug is o1c2c(c3CCCCc3c1=O)ccc(OCC)c2OCC. The result is 0 (inactive). (3) The molecule is S(=O)(=O)(Nc1ccc(OCC)cc1)c1ccc(NS(=O)(=O)c2ccccc2)cc1. The result is 0 (inactive).